The task is: Predict which catalyst facilitates the given reaction.. This data is from Catalyst prediction with 721,799 reactions and 888 catalyst types from USPTO. (1) Reactant: [CH2:1]([O:8][C:9]([NH:11][C:12]12[CH2:19][C:16]([C:20]([O-:22])=[O:21])([CH2:17][CH2:18]1)[CH2:15][CH2:14][CH2:13]2)=[O:10])[C:2]1[CH:7]=[CH:6][CH:5]=[CH:4][CH:3]=1.[OH-].[Na+]. Product: [CH2:1]([O:8][C:9]([NH:11][C:12]12[CH2:19][C:16]([C:20]([OH:22])=[O:21])([CH2:17][CH2:18]1)[CH2:15][CH2:14][CH2:13]2)=[O:10])[C:2]1[CH:3]=[CH:4][CH:5]=[CH:6][CH:7]=1. The catalyst class is: 5. (2) Reactant: [C:1]1([C:7]2[N:11]([C:12]3[CH:22]=[CH:21][C:15]([CH2:16]P(=O)([O-])[O-])=[CH:14][CH:13]=3)[C:10]3[C:23]4[C:28]([C:29]5C=CC=[CH:33][C:34]=5[C:9]=3[N:8]=2)=[CH:27][CH:26]=[CH:25][CH:24]=4)[CH:6]=[CH:5][CH:4]=[CH:3][CH:2]=1.[C:35]1([N:41]([C:50]2C=CC=C[CH:51]=2)[C:42]2[CH:49]=[CH:48][C:45]([CH:46]=O)=[CH:44][CH:43]=2)[CH:40]=[CH:39][CH:38]=[CH:37][CH:36]=1.[CH3:56][C:57]([O-])(C)[CH3:58].[K+].O. Product: [CH2:50]([N:41]1[C:42]2[CH:49]=[CH:48][C:45](/[CH:46]=[CH:16]/[C:15]3[CH:14]=[CH:13][C:12]([N:11]4[C:10]5[C:23]6[C:28]([C:29]7[CH:56]=[CH:57][CH:58]=[CH:33][C:34]=7[C:9]=5[N:8]=[C:7]4[C:1]4[CH:6]=[CH:5][CH:4]=[CH:3][CH:2]=4)=[CH:27][CH:26]=[CH:25][CH:24]=6)=[CH:22][CH:21]=3)=[CH:44][C:43]=2[C:36]2[C:35]1=[CH:40][CH:39]=[CH:38][CH:37]=2)[CH3:51]. The catalyst class is: 1. (3) Reactant: N[C:2]1[CH:3]=[C:4]([OH:11])[C:5](=[CH:9][CH:10]=1)[C:6]([OH:8])=[O:7].[BrH:12].N([O-])=O.[Na+].C(OCC)(=O)C. Product: [Br:12][C:2]1[CH:3]=[C:4]([OH:11])[C:5](=[CH:9][CH:10]=1)[C:6]([OH:8])=[O:7]. The catalyst class is: 6. (4) Reactant: [CH2:1]([CH:3]1[N:12]2[C:7](=[CH:8][C:9](=[O:18])[C:10]([C:13]([O:15]CC)=[O:14])=[CH:11]2)[C:6]2[CH:19]=[C:20]([O:29][CH3:30])[C:21]([O:23][CH2:24][C:25]([F:28])([F:27])[F:26])=[CH:22][C:5]=2[CH2:4]1)[CH3:2].[OH-].[Na+].Cl. Product: [CH2:1]([CH:3]1[N:12]2[C:7](=[CH:8][C:9](=[O:18])[C:10]([C:13]([OH:15])=[O:14])=[CH:11]2)[C:6]2[CH:19]=[C:20]([O:29][CH3:30])[C:21]([O:23][CH2:24][C:25]([F:28])([F:26])[F:27])=[CH:22][C:5]=2[CH2:4]1)[CH3:2]. The catalyst class is: 1. (5) Reactant: [N+:1]([C:4]1[CH:5]=[N:6][CH:7]=[CH:8][C:9]=1[NH2:10])([O-:3])=[O:2].[CH:11]1([C:14](Cl)=[O:15])[CH2:13][CH2:12]1. Product: [N+:1]([C:4]1[CH:5]=[N:6][CH:7]=[CH:8][C:9]=1[NH:10][C:14]([CH:11]1[CH2:13][CH2:12]1)=[O:15])([O-:3])=[O:2]. The catalyst class is: 17. (6) Reactant: [CH3:1][N:2]([CH3:15])[CH2:3][CH2:4][O:5][C:6]1[CH:11]=[CH:10][C:9]([N+:12]([O-:14])=[O:13])=[CH:8][N:7]=1.[S:16]([O:21]C)([O:19][CH3:20])(=[O:18])=[O:17]. Product: [CH3:20][O:19][S:16]([O-:21])(=[O:18])=[O:17].[CH3:1][N+:2]([CH3:20])([CH3:15])[CH2:3][CH2:4][O:5][C:6]1[CH:11]=[CH:10][C:9]([N+:12]([O-:14])=[O:13])=[CH:8][N:7]=1. The catalyst class is: 13. (7) Reactant: [NH2:1][C:2]1[CH:10]=[CH:9][CH:8]=[C:7]([O:11][CH3:12])[C:3]=1[C:4]([OH:6])=[O:5].[C:13]([O:17][C:18](O[C:18]([O:17][C:13]([CH3:16])([CH3:15])[CH3:14])=[O:19])=[O:19])([CH3:16])([CH3:15])[CH3:14].C(N(CC)CC)C. Product: [C:13]([O:17][C:18]([NH:1][C:2]1[CH:10]=[CH:9][CH:8]=[C:7]([O:11][CH3:12])[C:3]=1[C:4]([OH:6])=[O:5])=[O:19])([CH3:16])([CH3:15])[CH3:14]. The catalyst class is: 10. (8) Reactant: [CH2:1]([O:3][P:4]([C:9]1[CH:14]=[C:13]([I:15])[CH:12]=[CH:11][C:10]=1[OH:16])(=[O:8])[O:5][CH2:6][CH3:7])[CH3:2].C(=O)([O-])[O-].[Cs+].[Cs+].[CH2:23](Br)[C:24]1[CH:29]=[CH:28][CH:27]=[CH:26][CH:25]=1. Product: [CH2:1]([O:3][P:4]([C:9]1[CH:14]=[C:13]([I:15])[CH:12]=[CH:11][C:10]=1[O:16][CH2:23][C:24]1[CH:29]=[CH:28][CH:27]=[CH:26][CH:25]=1)(=[O:8])[O:5][CH2:6][CH3:7])[CH3:2]. The catalyst class is: 3. (9) Reactant: [O:1]=[C:2]([C:6]1[CH:11]=[CH:10][CH:9]=[C:8]([O:12][CH2:13][CH:14]2[CH2:19][CH2:18][O:17][CH2:16][CH2:15]2)[CH:7]=1)[CH2:3][C:4]#[N:5]. Product: [NH2:5][CH2:4][CH2:3][C@H:2]([C:6]1[CH:11]=[CH:10][CH:9]=[C:8]([O:12][CH2:13][CH:14]2[CH2:19][CH2:18][O:17][CH2:16][CH2:15]2)[CH:7]=1)[OH:1]. The catalyst class is: 1.